From a dataset of Forward reaction prediction with 1.9M reactions from USPTO patents (1976-2016). Predict the product of the given reaction. The product is: [Br:16][C:11]1[CH:12]=[CH:13][C:8]([O:1][C:2]2[CH:3]=[CH:4][CH:5]=[CH:6][CH:7]=2)=[CH:9][C:10]=1[CH2:14][OH:15]. Given the reactants [O:1]([C:8]1[CH:9]=[C:10]([CH2:14][OH:15])[CH:11]=[CH:12][CH:13]=1)[C:2]1[CH:7]=[CH:6][CH:5]=[CH:4][CH:3]=1.[Br:16]N1C(=O)CCC1=O, predict the reaction product.